The task is: Predict the product of the given reaction.. This data is from Forward reaction prediction with 1.9M reactions from USPTO patents (1976-2016). (1) Given the reactants CC(C[AlH]CC(C)C)C.[C:10]([O:14][C:15]([N:17]1[CH2:22][CH:21]=[C:20]([C:23]2[CH:28]=[C:27]([C:29](OC)=[O:30])[C:26]([C:33]3[CH:37]=[CH:36][O:35][CH:34]=3)=[CH:25][C:24]=2[CH2:38][O:39][C:40]2[CH:45]=[CH:44][CH:43]=[CH:42][C:41]=2[C:46]([F:49])([F:48])[F:47])[CH2:19][CH2:18]1)=[O:16])([CH3:13])([CH3:12])[CH3:11], predict the reaction product. The product is: [C:10]([O:14][C:15]([N:17]1[CH2:18][CH:19]=[C:20]([C:23]2[CH:28]=[C:27]([CH2:29][OH:30])[C:26]([C:33]3[CH:37]=[CH:36][O:35][CH:34]=3)=[CH:25][C:24]=2[CH2:38][O:39][C:40]2[CH:45]=[CH:44][CH:43]=[CH:42][C:41]=2[C:46]([F:49])([F:48])[F:47])[CH2:21][CH2:22]1)=[O:16])([CH3:13])([CH3:11])[CH3:12]. (2) Given the reactants C([O:4][CH2:5][C:6]1[CH:15]=[C:14]([CH3:16])[C:13]2[CH:12]=[C:11]3[O:17][C:18]([CH3:23])([CH3:22])[C@@H:19]4[O:21][C@@H:20]4[C:10]3=[CH:9][C:8]=2[N:7]=1)(=O)C.Cl([O-])(=O)(=O)=O.[Li+].[C:30]1([CH2:36][CH2:37][NH2:38])[CH:35]=[CH:34][CH:33]=[CH:32][CH:31]=1.C(=O)([O-])O.[Na+], predict the reaction product. The product is: [OH:4][CH2:5][C:6]1[CH:15]=[C:14]([CH3:16])[C:13]2[CH:12]=[C:11]3[O:17][C:18]([CH3:22])([CH3:23])[C@H:19]([OH:21])[C@@H:20]([NH:38][CH2:37][CH2:36][C:30]4[CH:35]=[CH:34][CH:33]=[CH:32][CH:31]=4)[C:10]3=[CH:9][C:8]=2[N:7]=1. (3) Given the reactants [CH3:1][C:2]1[CH:6]=[C:5]([NH:7][C:8]2[N:9]=[C:10]([NH:17][C@@H:18]3[CH2:22][CH2:21][N:20](C(OC(C)(C)C)=O)[CH2:19]3)[C:11]3[S:16][CH:15]=[CH:14][C:12]=3[N:13]=2)[S:4][N:3]=1.CO.Cl.O1CCOCC1, predict the reaction product. The product is: [CH3:1][C:2]1[CH:6]=[C:5]([NH:7][C:8]2[N:9]=[C:10]([NH:17][C@@H:18]3[CH2:22][CH2:21][NH:20][CH2:19]3)[C:11]3[S:16][CH:15]=[CH:14][C:12]=3[N:13]=2)[S:4][N:3]=1. (4) Given the reactants [C:1]([C:5]1[CH:6]=[C:7]([CH:10]=[C:11]([C:13]([CH3:16])([CH3:15])[CH3:14])[CH:12]=1)[CH:8]=O)([CH3:4])([CH3:3])[CH3:2].[C:17]([OH:23])(=[O:22])[CH2:18]C(O)=O.C([O-])(=O)C.[NH4+:28], predict the reaction product. The product is: [NH2:28][CH:8]([C:7]1[CH:6]=[C:5]([C:1]([CH3:4])([CH3:3])[CH3:2])[CH:12]=[C:11]([C:13]([CH3:16])([CH3:15])[CH3:14])[CH:10]=1)[CH2:18][C:17]([OH:23])=[O:22]. (5) Given the reactants [Cl:1][C:2]1[C:8]([CH3:9])=[CH:7][C:5]([NH2:6])=[C:4]([F:10])[CH:3]=1.C(=O)([O-])[O-].[K+].[K+].Cl[C:18]([O:20][C:21]1[CH:26]=[CH:25][CH:24]=[CH:23][CH:22]=1)=[O:19], predict the reaction product. The product is: [Cl:1][C:2]1[C:8]([CH3:9])=[CH:7][C:5]([NH:6][C:18]([O:20][C:21]2[CH:26]=[CH:25][CH:24]=[CH:23][CH:22]=2)=[O:19])=[C:4]([F:10])[CH:3]=1. (6) Given the reactants OC(C)CN[C:5](=[O:9])[C:6]([CH3:8])=[CH2:7].[N+](C1C=[CH:18][C:17]([O:20]C(=O)CNC(=O)C(C)=C)=[CH:16]C=1)([O-])=O.NCC([OH:34])C.CC(C)=O, predict the reaction product. The product is: [CH3:16][CH:17]([OH:20])[CH2:18][O:34][C:5]([C:6]([CH3:8])=[CH2:7])=[O:9]. (7) Given the reactants Br[C:2]1[CH:3]=[CH:4][C:5]([CH:13]=[O:14])=[C:6]2[C:10]=1[O:9][C:8]([CH3:12])([CH3:11])[CH2:7]2.[F:15][C:16]1[CH:21]=[CH:20][C:19](B(O)O)=[CH:18][CH:17]=1, predict the reaction product. The product is: [F:15][C:16]1[CH:21]=[CH:20][C:19]([C:2]2[CH:3]=[CH:4][C:5]([CH:13]=[O:14])=[C:6]3[C:10]=2[O:9][C:8]([CH3:12])([CH3:11])[CH2:7]3)=[CH:18][CH:17]=1. (8) Given the reactants C1(C[C:6](Cl)=[O:7])CCC1.N1[CH:14]=[CH:13][CH:12]=[CH:11][CH:10]=1.[CH3:15][OH:16], predict the reaction product. The product is: [CH:13]1([CH2:14][C:15]([O:7][CH3:6])=[O:16])[CH2:12][CH2:11][CH2:10]1. (9) Given the reactants FC(F)(F)C(O)=O.C(OC([N:15]1[CH2:20][CH2:19][CH2:18][CH:17]([CH2:21][O:22][C:23]2[S:24][C:25]3[CH:31]=[CH:30][CH:29]=[CH:28][C:26]=3[N:27]=2)[CH2:16]1)=O)(C)(C)C, predict the reaction product. The product is: [S:24]1[C:25]2[CH:31]=[CH:30][CH:29]=[CH:28][C:26]=2[N:27]=[C:23]1[O:22][CH2:21][CH:17]1[CH2:18][CH2:19][CH2:20][NH:15][CH2:16]1.